The task is: Predict the product of the given reaction.. This data is from Forward reaction prediction with 1.9M reactions from USPTO patents (1976-2016). (1) Given the reactants [C:1]([C:3]1[CH:4]=[CH:5][C:6]2[N:7]([CH:9]=[C:10]([C:12]([NH:14][C:15]3[CH:20]=[CH:19][CH:18]=[CH:17][CH:16]=3)=[O:13])[N:11]=2)[CH:8]=1)#[CH:2].[N-:21]=[N+:22]=[N-:23].[Na+].[Cl-].[NH4+], predict the reaction product. The product is: [C:15]1([NH:14][C:12]([C:10]2[N:11]=[C:6]3[CH:5]=[CH:4][C:3]([C:1]4[N:21]=[N:22][NH:23][CH:2]=4)=[CH:8][N:7]3[CH:9]=2)=[O:13])[CH:20]=[CH:19][CH:18]=[CH:17][CH:16]=1. (2) Given the reactants FC(F)(F)S(O[C:7]1[CH:16]=[C:15]2[C:10]([C:11]([N:19]([C:26]3[CH:31]=[C:30]([O:32][CH3:33])[C:29]([Cl:34])=[CH:28][C:27]=3[Cl:35])C3C=CC=CC=3)=[C:12]([C:17]#[N:18])[CH:13]=[N:14]2)=[CH:9][C:8]=1[O:36][CH3:37])(=O)=O.[CH2:40]([N:44]1[CH2:49][CH2:48][N:47]([CH3:50])[CH2:46][CH2:45]1)[CH2:41][C:42]#[CH:43].C(=O)([O-])[O-].[K+].[K+].C1(P(C2C=CC=CC=2)C2C=CC=CC=2)C=CC=CC=1, predict the reaction product. The product is: [Cl:35][C:27]1[CH:28]=[C:29]([Cl:34])[C:30]([O:32][CH3:33])=[CH:31][C:26]=1[NH:19][C:11]1[C:10]2[C:15](=[CH:16][C:7]([C:43]#[C:42][CH2:41][CH2:40][N:44]3[CH2:45][CH2:46][N:47]([CH3:50])[CH2:48][CH2:49]3)=[C:8]([O:36][CH3:37])[CH:9]=2)[N:14]=[CH:13][C:12]=1[C:17]#[N:18].